This data is from Kinase inhibitor bioactivity data combining Ki, Kd, and IC50 measurements. The task is: Regression. Given a target protein amino acid sequence and a drug SMILES string, predict the binding affinity score between them. We predict KIBA score (integrated kinase binding score). Dataset: kiba. (1) The small molecule is Cc1ccc(C(=O)Nc2c(C#N)sc3ccc(Cl)c(Cl)c23)cc1. The target protein (O96017) has sequence MSRESDVEAQQSHGSSACSQPHGSVTQSQGSSSQSQGISSSSTSTMPNSSQSSHSSSGTLSSLETVSTQELYSIPEDQEPEDQEPEEPTPAPWARLWALQDGFANLECVNDNYWFGRDKSCEYCFDEPLLKRTDKYRTYSKKHFRIFREVGPKNSYIAYIEDHSGNGTFVNTELVGKGKRRPLNNNSEIALSLSRNKVFVFFDLTVDDQSVYPKALRDEYIMSKTLGSGACGEVKLAFERKTCKKVAIKIISKRKFAIGSAREADPALNVETEIEILKKLNHPCIIKIKNFFDAEDYYIVLELMEGGELFDKVVGNKRLKEATCKLYFYQMLLAVQYLHENGIIHRDLKPENVLLSSQEEDCLIKITDFGHSKILGETSLMRTLCGTPTYLAPEVLVSVGTAGYNRAVDCWSLGVILFICLSGYPPFSEHRTQVSLKDQITSGKYNFIPEVWAEVSEKALDLVKKLLVVDPKARFTTEEALRHPWLQDEDMKRKFQDLLS.... The KIBA score is 11.9. (2) The drug is Fc1ccc(-c2ncn(CCN3CCOCC3)c2-c2ccc3[nH]ncc3c2)cc1. The target protein (P51451) has sequence MGLVSSKKPDKEKPIKEKDKGQWSPLKVSAQDKDAPPLPPLVVFNHLTPPPPDEHLDEDKHFVVALYDYTAMNDRDLQMLKGEKLQVLKGTGDWWLARSLVTGREGYVPSNFVARVESLEMERWFFRSQGRKEAERQLLAPINKAGSFLIRESETNKGAFSLSVKDVTTQGELIKHYKIRCLDEGGYYISPRITFPSLQALVQHYSKKGDGLCQRLTLPCVRPAPQNPWAQDEWEIPRQSLRLVRKLGSGQFGEVWMGYYKNNMKVAIKTLKEGTMSPEAFLGEANVMKALQHERLVRLYAVVTKEPIYIVTEYMARGCLLDFLKTDEGSRLSLPRLIDMSAQIAEGMAYIERMNSIHRDLRAANILVSEALCCKIADFGLARIIDSEYTAQEGAKFPIKWTAPEAIHFGVFTIKADVWSFGVLLMEVVTYGRVPYPGMSNPEVIRNLERGYRMPRPDTCPPELYRGVIAECWRSRPEERPTFEFLQSVLEDFYTATERQ.... The KIBA score is 11.9. (3) The compound is O=C1NC(=O)C(c2cnc3ccccn23)=C1c1cn2c3c(cccc13)CN(C(=O)N1CCOCC1)CC2. The target protein (Q5VT25) has sequence MSGEVRLRQLEQFILDGPAQTNGQCFSVETLLDILICLYDECNNSPLRREKNILEYLEWAKPFTSKVKQMRLHREDFEILKVIGRGAFGEVAVVKLKNADKVFAMKILNKWEMLKRAETACFREERDVLVNGDNKWITTLHYAFQDDNNLYLVMDYYVGGDLLTLLSKFEDRLPEDMARFYLAEMVIAIDSVHQLHYVHRDIKPDNILMDMNGHIRLADFGSCLKLMEDGTVQSSVAVGTPDYISPEILQAMEDGKGRYGPECDWWSLGVCMYEMLYGETPFYAESLVETYGKIMNHKERFQFPAQVTDVSENAKDLIRRLICSREHRLGQNGIEDFKKHPFFSGIDWDNIRNCEAPYIPEVSSPTDTSNFDVDDDCLKNSETMPPPTHTAFSGHHLPFVGFTYTSSCVLSDRSCLRVTAGPTSLDLDVNVQRTLDNNLATEAYERRIKRLEQEKLELSRKLQESTQTVQALQYSTVDGPLTASKDLEIKNLKEEIEKLR.... The KIBA score is 11.1. (4) The compound is C(=Cc1ccc2nccn2n1)c1ccccc1. The target protein (P35968) has sequence MQSKVLLAVALWLCVETRAASVGLPSVSLDLPRLSIQKDILTIKANTTLQITCRGQRDLDWLWPNNQSGSEQRVEVTECSDGLFCKTLTIPKVIGNDTGAYKCFYRETDLASVIYVYVQDYRSPFIASVSDQHGVVYITENKNKTVVIPCLGSISNLNVSLCARYPEKRFVPDGNRISWDSKKGFTIPSYMISYAGMVFCEAKINDESYQSIMYIVVVVGYRIYDVVLSPSHGIELSVGEKLVLNCTARTELNVGIDFNWEYPSSKHQHKKLVNRDLKTQSGSEMKKFLSTLTIDGVTRSDQGLYTCAASSGLMTKKNSTFVRVHEKPFVAFGSGMESLVEATVGERVRIPAKYLGYPPPEIKWYKNGIPLESNHTIKAGHVLTIMEVSERDTGNYTVILTNPISKEKQSHVVSLVVYVPPQIGEKSLISPVDSYQYGTTQTLTCTVYAIPPPHHIHWYWQLEEECANEPSQAVSVTNPYPCEEWRSVEDFQGGNKIEVN.... The KIBA score is 10.1. (5) The compound is NC1C2CN(c3nc4c(cc3F)c(=O)c(C(=O)O)cn4-c3ccc(F)cc3F)CC12. The target protein (O00311) has sequence MEASLGIQMDEPMAFSPQRDRFQAEGSLKKNEQNFKLAGVKKDIEKLYEAVPQLSNVFKIEDKIGEGTFSSVYLATAQLQVGPEEKIALKHLIPTSHPIRIAAELQCLTVAGGQDNVMGVKYCFRKNDHVVIAMPYLEHESFLDILNSLSFQEVREYMLNLFKALKRIHQFGIVHRDVKPSNFLYNRRLKKYALVDFGLAQGTHDTKIELLKFVQSEAQQERCSQNKSHIITGNKIPLSGPVPKELDQQSTTKASVKRPYTNAQIQIKQGKDGKEGSVGLSVQRSVFGERNFNIHSSISHESPAVKLMKQSKTVDVLSRKLATKKKAISTKVMNSAVMRKTASSCPASLTCDCYATDKVCSICLSRRQQVAPRAGTPGFRAPEVLTKCPNQTTAIDMWSAGVIFLSLLSGRYPFYKASDDLTALAQIMTIRGSRETIQAAKTFGKSILCSKEVPAQDLRKLCERLRGMDSSTPKLTSDIQGHASHQPAISEKTDHKASCL.... The KIBA score is 12.0. (6) The drug is COc1cc(Nc2c(C#N)cnc3cc4cc(OCCN5CCOCC5)c(OC)cc4cc23)c(Cl)cc1Cl. The target protein (Q9Y243) has sequence MSDVTIVKEGWVQKRGEYIKNWRPRYFLLKTDGSFIGYKEKPQDVDLPYPLNNFSVAKCQLMKTERPKPNTFIIRCLQWTTVIERTFHVDTPEEREEWTEAIQAVADRLQRQEEERMNCSPTSQIDNIGEEEMDASTTHHKRKTMNDFDYLKLLGKGTFGKVILVREKASGKYYAMKILKKEVIIAKDEVAHTLTESRVLKNTRHPFLTSLKYSFQTKDRLCFVMEYVNGGELFFHLSRERVFSEDRTRFYGAEIVSALDYLHSGKIVYRDLKLENLMLDKDGHIKITDFGLCKEGITDAATMKTFCGTPEYLAPEVLEDNDYGRAVDWWGLGVVMYEMMCGRLPFYNQDHEKLFELILMEDIKFPRTLSSDAKSLLSGLLIKDPNKRLGGGPDDAKEIMRHSFFSGVNWQDVYDKKLVPPFKPQVTSETDTRYFDEEFTAQTITITPPEKYDEDGMDCMDNERRPHFPQFSYSASGRE. The KIBA score is 11.1.